This data is from Reaction yield outcomes from USPTO patents with 853,638 reactions. The task is: Predict the reaction yield, written as a fraction of the theoretical maximum amount of product (1.0 means a 100% yield; for example, 0.34 means a 34% yield). (1) The yield is 0.850. The catalyst is O1CCCC1.C(OCC)(=O)C. The product is [N:1]1[CH:6]=[CH:5][CH:4]=[C:3]([NH:7][C:18](=[O:19])[O:20][C:21]([CH3:24])([CH3:23])[CH3:22])[CH:2]=1. The reactants are [N:1]1[CH:6]=[CH:5][CH:4]=[C:3]([NH2:7])[CH:2]=1.C[Si]([N-][Si](C)(C)C)(C)C.[Na+].[C:18](O[C:18]([O:20][C:21]([CH3:24])([CH3:23])[CH3:22])=[O:19])([O:20][C:21]([CH3:24])([CH3:23])[CH3:22])=[O:19].C. (2) The reactants are [C:1]1([C:7]2[O:8][CH:9]=[C:10]([CH2:12][CH2:13][OH:14])[N:11]=2)[CH:6]=[CH:5][CH:4]=[CH:3][CH:2]=1.[H-].[Na+].[CH2:17](Br)[C:18]1[CH:23]=[CH:22][CH:21]=[CH:20][CH:19]=1. The catalyst is C1COCC1.[I-].C([N+](CCCC)(CCCC)CCCC)CCC. The product is [CH2:17]([O:14][CH2:13][CH2:12][C:10]1[N:11]=[C:7]([C:1]2[CH:2]=[CH:3][CH:4]=[CH:5][CH:6]=2)[O:8][CH:9]=1)[C:18]1[CH:23]=[CH:22][CH:21]=[CH:20][CH:19]=1. The yield is 0.930. (3) The reactants are [F:1][C:2]1[CH:10]=[CH:9][CH:8]=[C:7]2[C:3]=1[CH:4]=[N:5][NH:6]2.[I:11]I.[OH-].[K+].OS([O-])=O.[Na+]. The catalyst is CN(C=O)C. The product is [F:1][C:2]1[CH:10]=[CH:9][CH:8]=[C:7]2[C:3]=1[C:4]([I:11])=[N:5][NH:6]2. The yield is 0.865. (4) The yield is 0.810. The reactants are [C:1]([C:3]1[CH:28]=[CH:27][C:6]([O:7][CH2:8][CH2:9][CH2:10][O:11][C:12]2[CH:13]=[C:14]3[C:18](=[CH:19][CH:20]=2)[C@H:17]([CH2:21][C:22]([O:24][CH2:25][CH3:26])=[O:23])[CH2:16][CH2:15]3)=[C:5]([O:29][CH3:30])[CH:4]=1)#[N:2].[SH2:31].C(NCC)C. The product is [NH2:2][C:1]([C:3]1[CH:28]=[CH:27][C:6]([O:7][CH2:8][CH2:9][CH2:10][O:11][C:12]2[CH:13]=[C:14]3[C:18](=[CH:19][CH:20]=2)[C@H:17]([CH2:21][C:22]([O:24][CH2:25][CH3:26])=[O:23])[CH2:16][CH2:15]3)=[C:5]([O:29][CH3:30])[CH:4]=1)=[S:31]. The catalyst is CN(C=O)C. (5) The reactants are CC(OC(OC(OC(C)(C)C)=O)=O)(C)C.[OH:16][C:17]1[CH:26]=[CH:25][C:20]([C:21]([O:23][CH3:24])=[O:22])=[CH:19][C:18]=1I.[CH3:28][N:29](C)C.O1CCOCC1. The catalyst is O. The product is [C:28]([C:18]1[CH:19]=[C:20]([CH:25]=[CH:26][C:17]=1[OH:16])[C:21]([O:23][CH3:24])=[O:22])#[N:29]. The yield is 0.970. (6) The reactants are FC(F)(F)C(O)=O.FC(F)(F)C(O)=O.[Cl:15][C:16]1[CH:17]=[C:18]([CH2:41]O)[CH:19]=[C:20]([Cl:40])[C:21]=1[C:22]1[NH:23][C:24]2[C:30]3[CH:31]=[CH:32][N:33]=[CH:34][C:29]=3[NH:28][C:27]3[N:35]=[CH:36][CH:37]=[CH:38][C:26]=3[C:25]=2[N:39]=1.C(N(CC)CC)C.S(Cl)([Cl:52])=O. The catalyst is C1(C)C=CC=CC=1.CO. The product is [Cl:15][C:16]1[CH:17]=[C:18]([CH2:41][Cl:52])[CH:19]=[C:20]([Cl:40])[C:21]=1[C:22]1[NH:23][C:24]2[C:30]3[CH:31]=[CH:32][N:33]=[CH:34][C:29]=3[NH:28][C:27]3[N:35]=[CH:36][CH:37]=[CH:38][C:26]=3[C:25]=2[N:39]=1. The yield is 0.650.